This data is from Reaction yield outcomes from USPTO patents with 853,638 reactions. The task is: Predict the reaction yield, written as a fraction of the theoretical maximum amount of product (1.0 means a 100% yield; for example, 0.34 means a 34% yield). (1) No catalyst specified. The product is [Br:1][C:2]1[N:7]=[C:6]([C:8]([O:10][CH2:12][CH3:13])=[O:9])[CH:5]=[CH:4][CH:3]=1. The yield is 0.920. The reactants are [Br:1][C:2]1[N:7]=[C:6]([C:8]([OH:10])=[O:9])[CH:5]=[CH:4][CH:3]=1.Cl.[CH2:12](O)[CH3:13]. (2) The reactants are Cl[C:2](=[O:8])[C:3]([O:5][CH2:6][CH3:7])=[O:4].[F:9][C:10]([F:30])([F:29])[C:11]1[CH:28]=[CH:27][CH:26]=[CH:25][C:12]=1[C:13]([N:15]1[CH2:20][CH2:19][N:18]([C:21]([NH:23][NH2:24])=[S:22])[CH2:17][CH2:16]1)=[O:14].C(N(CC)CC)C.C(OCC)(=O)C. The catalyst is CN(C=O)C. The product is [CH2:6]([O:5][C:3](=[O:4])[C:2](=[O:8])[NH:24][NH:23][C:21]([N:18]1[CH2:19][CH2:20][N:15]([C:13](=[O:14])[C:12]2[CH:25]=[CH:26][CH:27]=[CH:28][C:11]=2[C:10]([F:29])([F:9])[F:30])[CH2:16][CH2:17]1)=[S:22])[CH3:7]. The yield is 1.00. (3) The reactants are C([O:8][CH2:9][CH2:10][C:11]1([CH2:15][OH:16])[CH2:14][CH2:13][CH2:12]1)C1C=CC=CC=1.[Si:17](Cl)([C:20]([CH3:23])([CH3:22])[CH3:21])([CH3:19])[CH3:18].N1C=CN=C1.[Cl-].[NH4+]. The catalyst is ClCCl. The product is [Si:17]([O:16][CH2:15][C:11]1([CH2:10][CH2:9][OH:8])[CH2:12][CH2:13][CH2:14]1)([C:20]([CH3:23])([CH3:22])[CH3:21])([CH3:19])[CH3:18]. The yield is 0.970. (4) The reactants are [O:1]1[CH2:6][CH2:5][CH2:4][CH2:3][CH:2]1[N:7]1[C:15]2[C:10](=[CH:11][C:12]([C:16]3[N:20]=[CH:19][N:18]([C:21]([C:34]4[CH:39]=[CH:38][CH:37]=[CH:36][CH:35]=4)([C:28]4[CH:33]=[CH:32][CH:31]=[CH:30][CH:29]=4)[C:22]4[CH:27]=[CH:26][CH:25]=[CH:24][CH:23]=4)[N:17]=3)=[CH:13][CH:14]=2)[C:9]([C:40]2[CH:41]=[C:42]([CH:47]=[CH:48][CH:49]=2)[C:43](OC)=[O:44])=[N:8]1.O.[OH-].[Li+].[NH2:53][C@H:54]1[C:62]2[C:57](=[CH:58][CH:59]=[CH:60][CH:61]=2)[CH2:56][CH2:55]1.O.ON1C2C=CC=CC=2N=N1.Cl.CN(C)CCCN=C=NCC. The catalyst is O1CCCC1.O1CCCC1.O. The product is [C@H:54]1([NH:53][C:43]([C:42]2[CH:47]=[CH:48][CH:49]=[C:40]([C:9]3[C:10]4[C:15](=[CH:14][CH:13]=[C:12]([C:16]5[N:20]=[CH:19][N:18]([C:21]([C:28]6[CH:29]=[CH:30][CH:31]=[CH:32][CH:33]=6)([C:34]6[CH:39]=[CH:38][CH:37]=[CH:36][CH:35]=6)[C:22]6[CH:27]=[CH:26][CH:25]=[CH:24][CH:23]=6)[N:17]=5)[CH:11]=4)[N:7]([CH:2]4[CH2:3][CH2:4][CH2:5][CH2:6][O:1]4)[N:8]=3)[CH:41]=2)=[O:44])[C:62]2[C:57](=[CH:58][CH:59]=[CH:60][CH:61]=2)[CH2:56][CH2:55]1. The yield is 0.630. (5) The yield is 0.120. The reactants are [CH:1](/[C:9]1[C:17]2[C:12](=[CH:13][C:14]([CH:18]=O)=[CH:15][CH:16]=2)[NH:11][N:10]=1)=[CH:2]\[C:3]1[CH:8]=[CH:7][CH:6]=[CH:5][CH:4]=1.[NH:20]1[C:28]2[C:23](=[CH:24][CH:25]=[CH:26][CH:27]=2)[CH2:22][C:21]1=[O:29].N1CCCCC1. The catalyst is CO. The product is [CH:1](/[C:9]1[C:17]2[C:12](=[CH:13][C:14](/[CH:18]=[C:22]3/[C:21](=[O:29])[NH:20][C:28]4[C:23]/3=[CH:24][CH:25]=[CH:26][CH:27]=4)=[CH:15][CH:16]=2)[NH:11][N:10]=1)=[CH:2]\[C:3]1[CH:4]=[CH:5][CH:6]=[CH:7][CH:8]=1.